Task: Predict the reactants needed to synthesize the given product.. Dataset: Full USPTO retrosynthesis dataset with 1.9M reactions from patents (1976-2016) (1) Given the product [C:2]([O-:14])(=[O:13])[CH2:3][C:4]([CH2:9][C:10]([O-:12])=[O:11])([C:6]([O-:8])=[O:7])[OH:5].[P:15]([O-:19])([O-:18])([O-:17])=[O:16], predict the reactants needed to synthesize it. The reactants are: O.[C:2]([OH:14])(=[O:13])[CH2:3][C:4]([CH2:9][C:10]([OH:12])=[O:11])([C:6]([OH:8])=[O:7])[OH:5].[P:15]([O-:19])([O-:18])([O-:17])=[O:16].[Na+].[Na+].[Na+]. (2) Given the product [CH:27]1([NH:26][C:25](=[N:24][CH:18]2[CH2:23][CH2:22][CH2:21][CH2:20][CH2:19]2)[O:15][N:14]=[C:1]([C:8]2[CH:9]=[CH:10][CH:11]=[CH:12][CH:13]=2)[C:2]2[CH:7]=[CH:6][CH:5]=[CH:4][CH:3]=2)[CH2:28][CH2:29][CH2:30][CH2:31][CH2:32]1, predict the reactants needed to synthesize it. The reactants are: [C:1](=[N:14][OH:15])([C:8]1[CH:13]=[CH:12][CH:11]=[CH:10][CH:9]=1)[C:2]1[CH:7]=[CH:6][CH:5]=[CH:4][CH:3]=1.[OH-].[Na+].[CH:18]1([N:24]=[C:25]=[N:26][CH:27]2[CH2:32][CH2:31][CH2:30][CH2:29][CH2:28]2)[CH2:23][CH2:22][CH2:21][CH2:20][CH2:19]1.